Dataset: Full USPTO retrosynthesis dataset with 1.9M reactions from patents (1976-2016). Task: Predict the reactants needed to synthesize the given product. (1) Given the product [Br:32][CH2:22][C:20]1[CH:19]=[CH:18][C:17]2[N:16]([N:15]=[C:14]([C:24]3[CH:25]=[CH:26][C:27]([F:30])=[CH:28][CH:29]=3)[C:13]=2[C:11]2[CH:10]=[CH:9][N:8]=[C:7]([NH:6][CH:1]3[CH2:5][CH2:4][CH2:3][CH2:2]3)[N:12]=2)[CH:21]=1, predict the reactants needed to synthesize it. The reactants are: [CH:1]1([NH:6][C:7]2[N:12]=[C:11]([C:13]3[C:14]([C:24]4[CH:29]=[CH:28][C:27]([F:30])=[CH:26][CH:25]=4)=[N:15][N:16]4[CH:21]=[C:20]([CH2:22]O)[CH:19]=[CH:18][C:17]=34)[CH:10]=[CH:9][N:8]=2)[CH2:5][CH2:4][CH2:3][CH2:2]1.P(Br)(Br)[Br:32]. (2) The reactants are: [CH:1]([C:4]1[CH:10]=[CH:9][CH:8]=[CH:7][C:5]=1[NH2:6])([CH3:3])[CH3:2].C(=O)(O)[O-].[Na+].ClC(Cl)(OC(=O)OC(Cl)(Cl)Cl)Cl.[N-:28]=[C:29]=[O:30].[F:31][C:32]([F:56])([F:55])[O:33][C:34]1[CH:39]=[CH:38][C:37]([N:40]2[CH:44]=[N:43][C:42]([C:45]3[CH:50]=[CH:49][C:48]([CH2:51][CH2:52][CH2:53]N)=[CH:47][CH:46]=3)=[N:41]2)=[CH:36][CH:35]=1.C(=O)([O-])[O-].[Cs+].[Cs+]. Given the product [CH:1]([C:4]1[CH:10]=[CH:9][CH:8]=[CH:7][C:5]=1[NH:6][C:29]([NH:28][CH2:53][CH2:52][CH2:51][C:48]1[CH:47]=[CH:46][C:45]([C:42]2[N:43]=[CH:44][N:40]([C:37]3[CH:38]=[CH:39][C:34]([O:33][C:32]([F:56])([F:31])[F:55])=[CH:35][CH:36]=3)[N:41]=2)=[CH:50][CH:49]=1)=[O:30])([CH3:3])[CH3:2], predict the reactants needed to synthesize it.